From a dataset of Reaction yield outcomes from USPTO patents with 853,638 reactions. Predict the reaction yield, written as a fraction of the theoretical maximum amount of product (1.0 means a 100% yield; for example, 0.34 means a 34% yield). (1) The reactants are [F:1][C:2]1[CH:3]=[C:4]([C:21]2[CH:22]=[CH:23][C:24]([C:27]([OH:29])=O)=[N:25][CH:26]=2)[CH:5]=[CH:6][C:7]=1[O:8][CH2:9][CH:10]1[CH2:15][CH2:14][N:13]([CH2:16][C:17]([F:20])([CH3:19])[CH3:18])[CH2:12][CH2:11]1.[NH:30]1[CH2:34][CH2:33][CH2:32][C@H:31]1[C:35]([NH2:37])=[O:36].CCN(C(C)C)C(C)C.CCN=C=NCCCN(C)C.C1C=CC2N(O)N=NC=2C=1. The catalyst is CN(C=O)C.O. The product is [F:1][C:2]1[CH:3]=[C:4]([C:21]2[CH:22]=[CH:23][C:24]([C:27]([N:30]3[CH2:34][CH2:33][CH2:32][C@H:31]3[C:35]([NH2:37])=[O:36])=[O:29])=[N:25][CH:26]=2)[CH:5]=[CH:6][C:7]=1[O:8][CH2:9][CH:10]1[CH2:11][CH2:12][N:13]([CH2:16][C:17]([F:20])([CH3:19])[CH3:18])[CH2:14][CH2:15]1. The yield is 0.380. (2) The reactants are [N:1]([Si](C)(C)C)=[N+:2]=[N-:3].C(O)(=O)C.[CH2:12]([O:14][CH:15]1[O:19][C:18](=[O:20])[CH:17]=[CH:16]1)[CH3:13].N12CCCN=C1CCCCC2. The catalyst is ClCCl. The product is [N:1]([CH:16]1[CH:15]([O:14][CH2:12][CH3:13])[O:19][C:18](=[O:20])[CH2:17]1)=[N+:2]=[N-:3]. The yield is 0.730. (3) The yield is 0.880. The reactants are [NH2:1][C:2]1[C:11]2[C:6](=[C:7](Br)[CH:8]=[CH:9][CH:10]=2)[N:5]=[N:4][C:3]=1[C:13]([NH:15][CH2:16][CH2:17][CH3:18])=[O:14].[F:19][C:20]1[C:21]([O:29][CH3:30])=[C:22](B(O)O)[CH:23]=[CH:24][CH:25]=1. The product is [NH2:1][C:2]1[C:11]2[C:6](=[C:7]([C:22]3[CH:23]=[CH:24][CH:25]=[C:20]([F:19])[C:21]=3[O:29][CH3:30])[CH:8]=[CH:9][CH:10]=2)[N:5]=[N:4][C:3]=1[C:13]([NH:15][CH2:16][CH2:17][CH3:18])=[O:14]. No catalyst specified.